This data is from Reaction yield outcomes from USPTO patents with 853,638 reactions. The task is: Predict the reaction yield, written as a fraction of the theoretical maximum amount of product (1.0 means a 100% yield; for example, 0.34 means a 34% yield). (1) The yield is 0.710. The reactants are [Br-].[CH3:2][C:3]1[CH:28]=[CH:27][C:6]([CH2:7][P+](C2C=CC=CC=2)(C2C=CC=CC=2)C2C=CC=CC=2)=[CH:5][CH:4]=1.[H-].[Na+].[CH3:31][C:32]1[CH:39]=[CH:38][C:35]([CH:36]=O)=[CH:34][CH:33]=1.O. The catalyst is C1(C)C=CC=CC=1. The product is [CH3:31][C:32]1[CH:39]=[CH:38][C:35]([CH:36]=[CH:7][C:6]2[CH:5]=[CH:4][C:3]([CH3:2])=[CH:28][CH:27]=2)=[CH:34][CH:33]=1. (2) The reactants are Cl[C:2]1[N:10]=[CH:9][N:8]=[C:7]2[C:3]=1[N:4]=[C:5]([NH:11][C:12]1[C:17]([Cl:18])=[CH:16][CH:15]=[CH:14][C:13]=1[Cl:19])[NH:6]2.[F:20][C:21]([F:30])([F:29])[C:22]1[CH:27]=[CH:26][C:25]([NH2:28])=[CH:24][CH:23]=1.Cl. The catalyst is C(O)(C)C. The product is [Cl:19][C:13]1[CH:14]=[CH:15][CH:16]=[C:17]([Cl:18])[C:12]=1[NH:11][C:5]1[NH:6][C:7]2[C:3]([N:4]=1)=[C:2]([NH:28][C:25]1[CH:26]=[CH:27][C:22]([C:21]([F:20])([F:29])[F:30])=[CH:23][CH:24]=1)[N:10]=[CH:9][N:8]=2. The yield is 0.670. (3) The product is [ClH:23].[ClH:52].[C:24]1([CH:16]([N:13]2[CH2:14][CH2:15][N:10]([CH2:9][CH2:8][O:7][CH2:6][C:5]([OH:30])=[O:36])[CH2:11][CH2:12]2)[C:17]2[CH:18]=[CH:19][C:20]([Cl:23])=[CH:21][CH:22]=2)[CH:29]=[CH:28][CH:27]=[CH:26][CH:25]=1. The yield is 0.794. The reactants are Cl.Cl.CN(C)[C:5](=[O:30])[CH2:6][O:7][CH2:8][CH2:9][N:10]1[CH2:15][CH2:14][N:13]([CH:16]([C:24]2[CH:29]=[CH:28][CH:27]=[CH:26][CH:25]=2)[C:17]2[CH:22]=[CH:21][C:20]([Cl:23])=[CH:19][CH:18]=2)[CH2:12][CH2:11]1.CN(C)C(=O)C[O:36]CCN1CCN(C(C2C=CC=CC=2)C2C=CC([Cl:52])=CC=2)CC1. No catalyst specified. (4) The reactants are C(OC(=O)[NH:7][O:8][CH2:9][CH2:10][N:11]1[CH2:16][CH2:15][O:14][CH2:13][CH2:12]1)(C)(C)C.O1CCOCC1.[ClH:24]. The catalyst is CO. The product is [ClH:24].[ClH:24].[N:11]1([CH2:10][CH2:9][O:8][NH2:7])[CH2:16][CH2:15][O:14][CH2:13][CH2:12]1. The yield is 0.780.